The task is: Predict the product of the given reaction.. This data is from Forward reaction prediction with 1.9M reactions from USPTO patents (1976-2016). (1) Given the reactants [F:1][C:2]1[CH:3]=[C:4]([C:14](=[O:16])[CH3:15])[CH:5]=[CH:6][C:7]=1[N:8]1[CH2:13][CH2:12][NH:11][CH2:10][CH2:9]1.[Cl:17][C:18]1[CH:26]=[CH:25][C:24]([N+:27]([O-:29])=[O:28])=[CH:23][C:19]=1[C:20](O)=[O:21], predict the reaction product. The product is: [Cl:17][C:18]1[CH:26]=[CH:25][C:24]([N+:27]([O-:29])=[O:28])=[CH:23][C:19]=1[C:20]([N:11]1[CH2:12][CH2:13][N:8]([C:7]2[CH:6]=[CH:5][C:4]([C:14](=[O:16])[CH3:15])=[CH:3][C:2]=2[F:1])[CH2:9][CH2:10]1)=[O:21]. (2) Given the reactants [OH:1][CH2:2][CH2:3][N:4]1[CH2:9][CH2:8][N:7]([C:10]([O:12][C:13]([CH3:16])([CH3:15])[CH3:14])=[O:11])[CH2:6][CH2:5]1.[C:17]1(=[O:23])[O:22][C:20](=[O:21])[CH2:19][CH2:18]1, predict the reaction product. The product is: [C:13]([O:12][C:10]([N:7]1[CH2:8][CH2:9][N:4]([CH2:3][CH2:2][O:1][C:17](=[O:23])[CH2:18][CH2:19][C:20]([OH:22])=[O:21])[CH2:5][CH2:6]1)=[O:11])([CH3:16])([CH3:15])[CH3:14]. (3) The product is: [CH2:11]([O:15][C:2]1[N:3]=[CH:4][C:5]([C:8]([OH:10])=[O:9])=[N:6][CH:7]=1)[C:12]#[C:13][CH3:14]. Given the reactants Cl[C:2]1[N:3]=[CH:4][C:5]([C:8]([OH:10])=[O:9])=[N:6][CH:7]=1.[CH2:11]([OH:15])[C:12]#[C:13][CH3:14].CC(C)([O-])C.[K+].Cl, predict the reaction product. (4) Given the reactants O[CH:2]1[N:6]([C:7]2[C:16]3[C:11](=[CH:12][CH:13]=[CH:14][CH:15]=3)[C:10]([C:17]#[N:18])=[CH:9][CH:8]=2)[C:5](=[O:19])[N:4]2[CH2:20][CH2:21][C@H:22]([OH:23])[C@H:3]12.C(O)(C)C, predict the reaction product. The product is: [OH:23][C@@H:22]1[C@H:3]2[N:4]([C:5](=[O:19])[N:6]([C:7]3[C:16]4[C:11](=[CH:12][CH:13]=[CH:14][CH:15]=4)[C:10]([C:17]#[N:18])=[CH:9][CH:8]=3)[CH2:2]2)[CH2:20][CH2:21]1. (5) Given the reactants C([Si](C(C)C)(C(C)C)[N:5]1[C:13]2[C:8](=[CH:9][C:10]([CH2:14][CH2:15][CH2:16][C:17]3[CH:26]=[CH:25][C:24]4[C:19](=[N:20][CH:21]=[CH:22][CH:23]=4)[N:18]=3)=[CH:11][CH:12]=2)[CH:7]=[CH:6]1)(C)C.[CH2:33]([O:35][C:36](=[O:45])[C:37]#[C:38][C:39]1[CH:44]=[CH:43][CH:42]=[CH:41][CH:40]=1)[CH3:34].[F-].C([N+](CCCC)(CCCC)CCCC)CCC, predict the reaction product. The product is: [CH2:33]([O:35][C:36](=[O:45])[CH:37]=[C:38]([N:5]1[C:13]2[C:8](=[CH:9][C:10]([CH2:14][CH2:15][CH2:16][C:17]3[CH:26]=[CH:25][C:24]4[C:19](=[N:20][CH:21]=[CH:22][CH:23]=4)[N:18]=3)=[CH:11][CH:12]=2)[CH:7]=[CH:6]1)[C:39]1[CH:44]=[CH:43][CH:42]=[CH:41][CH:40]=1)[CH3:34]. (6) Given the reactants [Cl:1][C:2]1[C:10]2[N:9]=[C:8]3[N:11]([C:15]4[C:16]([CH3:23])=[N:17][C:18]([O:21][CH3:22])=[CH:19][CH:20]=4)[CH2:12][CH2:13][CH2:14][N:7]3[C:6]=2[C:5]([CH:24]([OH:29])[C:25]([F:28])([F:27])[F:26])=[CH:4][CH:3]=1.[H-].[Na+].[CH3:32]I, predict the reaction product. The product is: [Cl:1][C:2]1[C:10]2[N:9]=[C:8]3[N:11]([C:15]4[C:16]([CH3:23])=[N:17][C:18]([O:21][CH3:22])=[CH:19][CH:20]=4)[CH2:12][CH2:13][CH2:14][N:7]3[C:6]=2[C:5]([CH:24]([O:29][CH3:32])[C:25]([F:26])([F:28])[F:27])=[CH:4][CH:3]=1. (7) Given the reactants [C:1]([C:5]1[CH:9]=[C:8]([C:10]([O:12][CH2:13][C:14]2[CH:19]=[CH:18][CH:17]=[CH:16][CH:15]=2)=[O:11])[NH:7][N:6]=1)([CH3:4])([CH3:3])[CH3:2].C(C1C=C(C(OCC)=O)NN=1)(C)(C)C.[C:34]([O:38][C:39]([N:41]1[CH:50]([C:51]([O:53][CH3:54])=[O:52])[CH2:49][C:48]2[C:43](=[CH:44][CH:45]=[C:46](B(O)O)[CH:47]=2)[CH2:42]1)=[O:40])([CH3:37])([CH3:36])[CH3:35].N1C=CC=CC=1, predict the reaction product. The product is: [CH2:13]([O:12][C:10]([C:8]1[N:7]([C:46]2[CH:47]=[C:48]3[C:43](=[CH:44][CH:45]=2)[CH2:42][N:41]([C:39]([O:38][C:34]([CH3:35])([CH3:36])[CH3:37])=[O:40])[CH:50]([C:51]([O:53][CH3:54])=[O:52])[CH2:49]3)[N:6]=[C:5]([C:1]([CH3:4])([CH3:2])[CH3:3])[CH:9]=1)=[O:11])[C:14]1[CH:19]=[CH:18][CH:17]=[CH:16][CH:15]=1. (8) Given the reactants [Cl:1][C:2]1[N:10]=[CH:9][N:8]=[C:7]2[C:3]=1[NH:4][CH:5]=[N:6]2.C[Si](C)(C)N[Si](C)(C)C.[CH3:20][O:21][C:22]([C@@H:24]1[C@@H:28]([N:29]=[N+:30]=[N-:31])[C@@H:27]([O:32][C:33](=[O:35])[CH3:34])[CH:26](OC(=O)C)[O:25]1)=[O:23].FC(F)(F)S(O[Si](C)(C)C)(=O)=O, predict the reaction product. The product is: [CH3:20][O:21][C:22]([C@@H:24]1[C@@H:28]([N:29]=[N+:30]=[N-:31])[C@@H:27]([O:32][C:33](=[O:35])[CH3:34])[C@H:26]([N:6]2[CH:5]=[N:4][C:3]3[C:7]2=[N:8][CH:9]=[N:10][C:2]=3[Cl:1])[O:25]1)=[O:23]. (9) Given the reactants [Cl-].[Ca+2].[Cl-].C([O:6][C:7](=O)[NH:8][C:9]([C:13]1[CH:18]=[CH:17][C:16]([Cl:19])=[CH:15][C:14]=1[Cl:20])=[CH:10][C:11]#[N:12])C.[CH3:22][CH:23]([N:25]1[CH2:30][CH2:29][CH:28]([C:31]([NH:33][NH2:34])=O)[CH2:27][CH2:26]1)[CH3:24].O, predict the reaction product. The product is: [Cl:20][C:14]1[CH:15]=[C:16]([Cl:19])[CH:17]=[CH:18][C:13]=1[C:9]1[NH:8][C:7](=[O:6])[N:34]2[N:33]=[C:31]([CH:28]3[CH2:29][CH2:30][N:25]([CH:23]([CH3:24])[CH3:22])[CH2:26][CH2:27]3)[N:12]=[C:11]2[CH:10]=1.